This data is from Forward reaction prediction with 1.9M reactions from USPTO patents (1976-2016). The task is: Predict the product of the given reaction. (1) Given the reactants C[O:2][C:3]1[CH:21]=[C:20]([O:22]C)[CH:19]=[CH:18][C:4]=1[C:5]([NH:7][C:8]1[CH:17]=[CH:16][C:11]([C:12]([O:14]C)=[O:13])=[CH:10][CH:9]=1)=[O:6].B(Br)(Br)Br.[Li+].[OH-].Cl, predict the reaction product. The product is: [OH:2][C:3]1[CH:21]=[C:20]([OH:22])[CH:19]=[CH:18][C:4]=1[C:5]([NH:7][C:8]1[CH:17]=[CH:16][C:11]([C:12]([OH:14])=[O:13])=[CH:10][CH:9]=1)=[O:6]. (2) Given the reactants [CH3:1][C:2]([CH3:4])=[O:3].[Cl:5][C:6]1[CH:13]=[CH:12][C:9]([CH:10]=O)=[CH:8][CH:7]=1.[NH4+].[Cl-:15], predict the reaction product. The product is: [Cl:5][C:6]1[CH:13]=[CH:12][C:9](/[CH:10]=[CH:1]/[C:2](=[O:3])/[CH:4]=[CH:10]/[C:9]2[CH:12]=[CH:13][C:6]([Cl:15])=[CH:7][CH:8]=2)=[CH:8][CH:7]=1. (3) Given the reactants [CH3:1][N:2]([C:12]1[CH:17]=[CH:16][CH:15]=[C:14]([C:18]2[CH:23]=[CH:22][CH:21]=[CH:20][CH:19]=2)[N:13]=1)[C:3]1[CH:8]=[CH:7][N:6]=[C:5](S(C)=O)[N:4]=1.[NH2:24][CH:25]([CH3:35])[CH2:26][C:27]1[CH:28]=[C:29]([CH2:33][OH:34])[CH:30]=[CH:31][CH:32]=1, predict the reaction product. The product is: [CH3:1][N:2]([C:12]1[CH:17]=[CH:16][CH:15]=[C:14]([C:18]2[CH:23]=[CH:22][CH:21]=[CH:20][CH:19]=2)[N:13]=1)[C:3]1[CH:8]=[CH:7][N:6]=[C:5]([NH:24][CH:25]([CH3:35])[CH2:26][C:27]2[CH:28]=[C:29]([CH2:33][OH:34])[CH:30]=[CH:31][CH:32]=2)[N:4]=1. (4) Given the reactants [F:1][C:2]1[C:6]([C:7]2[CH:8]=[N:9][C:10]([CH3:13])=[CH:11][CH:12]=2)=[N:5][NH:4][C:3]=1[NH2:14].[OH-].[K+].[C:17](O[C:17]([O:19][C:20]([CH3:23])([CH3:22])[CH3:21])=[O:18])([O:19][C:20]([CH3:23])([CH3:22])[CH3:21])=[O:18], predict the reaction product. The product is: [C:20]([O:19][C:17]([N:4]1[C:3]([NH2:14])=[C:2]([F:1])[C:6]([C:7]2[CH:8]=[N:9][C:10]([CH3:13])=[CH:11][CH:12]=2)=[N:5]1)=[O:18])([CH3:23])([CH3:22])[CH3:21]. (5) Given the reactants [NH2:1][C:2]1[CH:7]=[C:6]([N+:8]([O-:10])=[O:9])[CH:5]=[CH:4][C:3]=1[OH:11].[C:12](N1C=CN=C1)(N1C=CN=C1)=[O:13].Cl, predict the reaction product. The product is: [N+:8]([C:6]1[CH:5]=[CH:4][C:3]2[O:11][C:12](=[O:13])[NH:1][C:2]=2[CH:7]=1)([O-:10])=[O:9]. (6) Given the reactants [CH:1]1([SH:4])[CH2:3][CH2:2]1.[H-].[Na+].F[C:8]1[CH:13]=[CH:12][C:11]([N+:14]([O-:16])=[O:15])=[CH:10][CH:9]=1.O, predict the reaction product. The product is: [CH:1]1([S:4][C:8]2[CH:13]=[CH:12][C:11]([N+:14]([O-:16])=[O:15])=[CH:10][CH:9]=2)[CH2:3][CH2:2]1. (7) Given the reactants O[CH:2]1[CH2:7][CH2:6][N:5]([C:8]([O:10][C:11]([CH3:14])([CH3:13])[CH3:12])=[O:9])[CH2:4][CH2:3]1.Br[C:16]1[CH:21]=[CH:20][C:19]([S:22]([NH:25][CH3:26])(=[O:24])=[O:23])=[CH:18][CH:17]=1, predict the reaction product. The product is: [CH3:26][NH:25][S:22]([C:19]1[CH:18]=[CH:17][C:16]([CH:2]2[CH2:7][CH2:6][N:5]([C:8]([O:10][C:11]([CH3:14])([CH3:13])[CH3:12])=[O:9])[CH2:4][CH2:3]2)=[CH:21][CH:20]=1)(=[O:23])=[O:24].